From a dataset of Full USPTO retrosynthesis dataset with 1.9M reactions from patents (1976-2016). Predict the reactants needed to synthesize the given product. (1) The reactants are: [CH2:1]([N:3]([CH2:19][CH3:20])[CH2:4][CH2:5][N:6]1[CH2:11][CH2:10][C:9]2[NH:12][C:13]([CH:16]=O)=[C:14]([CH3:15])[C:8]=2[C:7]1=[O:18])[CH3:2].[Br:21][C:22]1[CH:23]=[C:24]2[C:28](=[CH:29][CH:30]=1)[NH:27][C:26](=[O:31])[CH2:25]2. Given the product [Br:21][C:22]1[CH:23]=[C:24]2[C:28](=[CH:29][CH:30]=1)[NH:27][C:26](=[O:31])[C:25]2=[CH:16][C:13]1[NH:12][C:9]2[CH2:10][CH2:11][N:6]([CH2:5][CH2:4][N:3]3[CH2:19][CH2:20][CH2:2][CH2:1]3)[C:7](=[O:18])[C:8]=2[C:14]=1[CH3:15], predict the reactants needed to synthesize it. (2) Given the product [Cl:16][C:17]1[C:22]([CH3:1])=[N:21][CH:20]=[C:19]([Cl:23])[N:18]=1, predict the reactants needed to synthesize it. The reactants are: [CH2:1]([Li])CCC.CC1(C)CCCC(C)(C)N1.[Cl:16][C:17]1[CH:22]=[N:21][CH:20]=[C:19]([Cl:23])[N:18]=1.IC.Cl. (3) Given the product [CH2:19]([N:12]([CH:13]1[CH2:18][CH2:17][O:16][CH2:15][CH2:14]1)[C:4]1[S:3][C:2]([CH3:21])=[C:6]([C:7]([O:9][CH3:10])=[O:8])[C:5]=1[CH3:11])[CH3:20], predict the reactants needed to synthesize it. The reactants are: Br[C:2]1[S:3][C:4]([N:12]([CH2:19][CH3:20])[CH:13]2[CH2:18][CH2:17][O:16][CH2:15][CH2:14]2)=[C:5]([CH3:11])[C:6]=1[C:7]([O:9][CH3:10])=[O:8].[C:21]([O-])([O-])=O.[Cs+].[Cs+].CB1OB(C)OB(C)O1. (4) Given the product [Cl:1][C:2]1[CH:6]=[C:5]([C:7]([NH:8][C:9]2[C:10]([C:11]([NH2:29])=[O:13])=[CH:14][C:15]([C:19]#[N:20])=[CH:16][C:17]=2[CH3:18])=[O:12])[N:4]([C:21]2[C:26]([Cl:27])=[CH:25][CH:24]=[CH:23][N:22]=2)[N:3]=1, predict the reactants needed to synthesize it. The reactants are: [Cl:1][C:2]1[CH:6]=[C:5]([C:7]2[O:12][C:11](=[O:13])[C:10]3[CH:14]=[C:15]([C:19]#[N:20])[CH:16]=[C:17]([CH3:18])[C:9]=3[N:8]=2)[N:4]([C:21]2[C:26]([Cl:27])=[CH:25][CH:24]=[CH:23][N:22]=2)[N:3]=1.[OH-].[NH4+:29].